From a dataset of Peptide-MHC class I binding affinity with 185,985 pairs from IEDB/IMGT. Regression. Given a peptide amino acid sequence and an MHC pseudo amino acid sequence, predict their binding affinity value. This is MHC class I binding data. (1) The peptide sequence is KMQQNIQEL. The MHC is HLA-A02:03 with pseudo-sequence HLA-A02:03. The binding affinity (normalized) is 0.593. (2) The peptide sequence is SLIANIDWI. The MHC is Mamu-B8701 with pseudo-sequence Mamu-B8701. The binding affinity (normalized) is 0.268. (3) The peptide sequence is TFDHTLMS. The MHC is H-2-Db with pseudo-sequence H-2-Db. The binding affinity (normalized) is 0. (4) The peptide sequence is LPCVLWPVL. The MHC is HLA-B08:01 with pseudo-sequence HLA-B08:01. The binding affinity (normalized) is 0.256.